This data is from Forward reaction prediction with 1.9M reactions from USPTO patents (1976-2016). The task is: Predict the product of the given reaction. (1) The product is: [Si:30]([O:29][C@@H:27]([C@@H:26]1[C@@H:25]([CH2:10][C:9]([C:5]2[CH:6]=[CH:7][CH:8]=[C:3]([O:2][CH3:1])[CH:4]=2)=[O:11])[NH:24][C:23]1=[O:22])[CH3:28])([C:33]([CH3:36])([CH3:34])[CH3:35])([CH3:32])[CH3:31]. Given the reactants [CH3:1][O:2][C:3]1[CH:4]=[C:5]([C:9](=[O:11])[CH3:10])[CH:6]=[CH:7][CH:8]=1.C(N(CC)CC)C.C([O:22][C@@H:23]1[C@@H:26]([C@H:27]([O:29][Si:30]([C:33]([CH3:36])([CH3:35])[CH3:34])([CH3:32])[CH3:31])[CH3:28])[C:25](=O)[NH:24]1)(=O)C.S([O-])(O)(=O)=O.[K+], predict the reaction product. (2) Given the reactants [AlH4-].[Li+].[N:3]1[CH:4]=[CH:5][N:6]2[CH:11]=[CH:10][C:9]([C:12](OCC)=[O:13])=[CH:8][C:7]=12, predict the reaction product. The product is: [N:3]1[CH:4]=[CH:5][N:6]2[CH:11]=[CH:10][C:9]([CH2:12][OH:13])=[CH:8][C:7]=12. (3) Given the reactants C[O:2][C:3]1[N:8]=[C:7]([NH:9][C:10]2[CH:15]=[CH:14][C:13]([C:16]([F:19])([F:18])[F:17])=[CH:12][CH:11]=2)[CH:6]=[C:5]([C:20]2[CH:29]=[C:28]3[C:23]([CH:24]=[CH:25][CH:26]=[N:27]3)=[CH:22][CH:21]=2)[N:4]=1.C([O-])(O)=O.[Na+], predict the reaction product. The product is: [N:27]1[C:28]2[C:23](=[CH:22][CH:21]=[C:20]([C:5]3[CH:6]=[C:7]([NH:9][C:10]4[CH:11]=[CH:12][C:13]([C:16]([F:18])([F:17])[F:19])=[CH:14][CH:15]=4)[N:8]=[C:3]([OH:2])[N:4]=3)[CH:29]=2)[CH:24]=[CH:25][CH:26]=1. (4) Given the reactants [Br:1][C:2]1[CH:3]=[C:4]([CH:45]=[CH:46][CH:47]=1)[CH2:5][C:6]1[CH:7]=[C:8]([C:11]([C:13]2[C:14]([NH:19][C@H:20]3[CH2:24][C@H:23]([O:25][Si:26]([CH:33]([CH3:35])[CH3:34])([CH:30]([CH3:32])[CH3:31])[CH:27]([CH3:29])[CH3:28])[C@@H:22]([CH2:36][O:37][Si](C(C)(C)C)(C)C)[CH2:21]3)=[N:15][CH:16]=[N:17][CH:18]=2)=[O:12])[S:9][CH:10]=1.Cl, predict the reaction product. The product is: [Br:1][C:2]1[CH:3]=[C:4]([CH:45]=[CH:46][CH:47]=1)[CH2:5][C:6]1[CH:7]=[C:8]([C:11]([C:13]2[C:14]([NH:19][C@H:20]3[CH2:24][C@H:23]([O:25][Si:26]([CH:33]([CH3:34])[CH3:35])([CH:27]([CH3:28])[CH3:29])[CH:30]([CH3:31])[CH3:32])[C@@H:22]([CH2:36][OH:37])[CH2:21]3)=[N:15][CH:16]=[N:17][CH:18]=2)=[O:12])[S:9][CH:10]=1. (5) Given the reactants [F:1][C:2]1[CH:7]=[CH:6][C:5]([N:8]2[CH:12]([C:13]3[CH:18]=[CH:17][C:16]([N+:19]([O-])=O)=[CH:15][CH:14]=3)[CH2:11][CH2:10][CH:9]2[C:22]2[CH:27]=[CH:26][C:25]([N+:28]([O-])=O)=[CH:24][CH:23]=2)=[CH:4][CH:3]=1.[Cl-].[NH4+], predict the reaction product. The product is: [F:1][C:2]1[CH:7]=[CH:6][C:5]([N:8]2[CH:12]([C:13]3[CH:18]=[CH:17][C:16]([NH2:19])=[CH:15][CH:14]=3)[CH2:11][CH2:10][CH:9]2[C:22]2[CH:23]=[CH:24][C:25]([NH2:28])=[CH:26][CH:27]=2)=[CH:4][CH:3]=1. (6) Given the reactants [Br:1][C:2]1[CH:3]=[CH:4][C:5]([NH:12][C:13](=[O:22])[CH2:14][C:15]2[CH:20]=[CH:19][CH:18]=[CH:17][C:16]=2[Cl:21])=[C:6]([CH:11]=1)[C:7]([O:9]C)=O.BrC1C=CC(NC(=O)CC2C=CC=CC=2)=C(C=1)C([O-])=O.BrC1C=C2C(=CC=1)NC(=O)C(C1C=CC=CC=1)=C2O, predict the reaction product. The product is: [Br:1][C:2]1[CH:11]=[C:6]2[C:5](=[CH:4][CH:3]=1)[NH:12][C:13](=[O:22])[C:14]([C:15]1[CH:20]=[CH:19][CH:18]=[CH:17][C:16]=1[Cl:21])=[C:7]2[OH:9].